Task: Predict the product of the given reaction.. Dataset: Forward reaction prediction with 1.9M reactions from USPTO patents (1976-2016) (1) Given the reactants [CH3:1][O:2][C:3]([C:5]1[C:6](Cl)=[N:7][C:8]([Cl:12])=[N:9][C:10]=1[CH3:11])=[O:4].C(=O)([O-])[O-].[K+].[K+].[CH3:20][CH2:21][SH:22], predict the reaction product. The product is: [CH3:1][O:2][C:3]([C:5]1[C:6]([S:22][CH2:21][CH3:20])=[N:7][C:8]([Cl:12])=[N:9][C:10]=1[CH3:11])=[O:4]. (2) Given the reactants [Cl:1][C:2]1[CH:20]=[CH:19][C:5]([CH2:6][O:7][C:8]2[CH:13]=[CH:12][N:11]=[C:10]3[C:14]([CH3:18])=[C:15]([CH3:17])[NH:16][C:9]=23)=[CH:4][CH:3]=1.[CH2:21](Br)[CH:22]=[CH2:23], predict the reaction product. The product is: [ClH:1].[CH2:23]([N:16]1[C:9]2[C:10](=[N:11][CH:12]=[CH:13][C:8]=2[O:7][CH2:6][C:5]2[CH:19]=[CH:20][C:2]([Cl:1])=[CH:3][CH:4]=2)[C:14]([CH3:18])=[C:15]1[CH3:17])[CH:22]=[CH2:21]. (3) Given the reactants [Cl:1][C:2]1[CH:10]=[CH:9][C:5]([CH2:6][C:7]#[N:8])=[CH:4][CH:3]=1.[Br:11]([O-])(=O)=O.[Na+].S(=O)(O)[O-].[Na+].C(OCC)C, predict the reaction product. The product is: [Br:11][CH:6]([C:5]1[CH:9]=[CH:10][C:2]([Cl:1])=[CH:3][CH:4]=1)[C:7]#[N:8].